Dataset: Retrosynthesis with 50K atom-mapped reactions and 10 reaction types from USPTO. Task: Predict the reactants needed to synthesize the given product. (1) Given the product C=Cc1ccnc(Nc2cc(C#N)c(N3CCN(C(=O)CCOC)[C@H](C)C3)nc2C2CC2)c1, predict the reactants needed to synthesize it. The reactants are: C=Cc1ccnc(Cl)c1.COCCC(=O)N1CCN(c2nc(C3CC3)c(N)cc2C#N)C[C@H]1C. (2) Given the product COC(=O)c1ccc(CNc2ccc(C(=Cc3ccc(F)cc3)C(=O)NC3CC3)cc2)cc1, predict the reactants needed to synthesize it. The reactants are: COC(=O)c1ccc(C=O)cc1.Nc1ccc(C(=Cc2ccc(F)cc2)C(=O)NC2CC2)cc1.